The task is: Predict the product of the given reaction.. This data is from Forward reaction prediction with 1.9M reactions from USPTO patents (1976-2016). (1) Given the reactants [Cl:1][C:2]1[CH:7]=[C:6]([OH:8])[CH:5]=[CH:4][C:3]=1[CH:9]([CH3:27])[C:10]([C:16]1[CH:17]=[CH:18][C:19]2[O:23][C:22](=[O:24])[N:21]([CH3:25])[C:20]=2[CH:26]=1)([OH:15])[C:11]([F:14])([F:13])[F:12].[F:28][C:29]1[CH:30]=[C:31](B(O)O)[CH:32]=[CH:33][C:34]=1[C:35]([O:37][CH3:38])=[O:36], predict the reaction product. The product is: [CH3:38][O:37][C:35](=[O:36])[C:34]1[CH:33]=[CH:32][C:31]([O:8][C:6]2[CH:5]=[CH:4][C:3]([CH:9]([CH3:27])[C:10]([OH:15])([C:16]3[CH:17]=[CH:18][C:19]4[O:23][C:22](=[O:24])[N:21]([CH3:25])[C:20]=4[CH:26]=3)[C:11]([F:12])([F:13])[F:14])=[C:2]([Cl:1])[CH:7]=2)=[CH:30][C:29]=1[F:28]. (2) The product is: [CH3:1][O:2][C:3]([C:5]1[C:6]([OH:30])=[C:7]2[C:12](=[C:13]([C:37]3[C:32]([CH3:31])=[N:33][CH:34]=[CH:35][CH:36]=3)[N:14]=1)[N:11]([CH2:16][C:17]1[CH:22]=[CH:21][CH:20]=[CH:19][CH:18]=1)[C:10](=[O:23])[C:9]([C:24]1[CH:29]=[CH:28][CH:27]=[CH:26][CH:25]=1)=[CH:8]2)=[O:4]. Given the reactants [CH3:1][O:2][C:3]([C:5]1[C:6]([OH:30])=[C:7]2[C:12](=[C:13](Br)[N:14]=1)[N:11]([CH2:16][C:17]1[CH:22]=[CH:21][CH:20]=[CH:19][CH:18]=1)[C:10](=[O:23])[C:9]([C:24]1[CH:29]=[CH:28][CH:27]=[CH:26][CH:25]=1)=[CH:8]2)=[O:4].[CH3:31][C:32]1[C:37]([Sn](CCCC)(CCCC)CCCC)=[CH:36][CH:35]=[CH:34][N:33]=1.CCOC(C)=O.Cl, predict the reaction product.